This data is from Full USPTO retrosynthesis dataset with 1.9M reactions from patents (1976-2016). The task is: Predict the reactants needed to synthesize the given product. (1) Given the product [CH3:26][NH:22][C:23]([NH:1][CH:2]1[C:11]2[C:6](=[CH:7][CH:8]=[C:9]([N+:12]([O-:14])=[O:13])[CH:10]=2)[NH:5][CH:4]([C:15]([CH3:19])([CH3:18])[CH2:16][OH:17])[CH2:3]1)=[O:24], predict the reactants needed to synthesize it. The reactants are: [NH2:1][CH:2]1[C:11]2[C:6](=[CH:7][CH:8]=[C:9]([N+:12]([O-:14])=[O:13])[CH:10]=2)[NH:5][CH:4]([C:15]([CH3:19])([CH3:18])[CH2:16][OH:17])[CH2:3]1.CS[N:22]=[C:23]=[O:24].N1C=CC=C[CH:26]=1. (2) The reactants are: [C:1]1(=[O:11])[O:6][C:4](=O)[C:3]2=[CH:7][CH:8]=[CH:9][CH:10]=[C:2]12.[CH3:12][C:13]1([CH3:33])[CH:17]([C:18]2[CH:23]=[CH:22][C:21]([CH3:24])=[CH:20][CH:19]=2)[C:16]2[C:25]([CH3:32])=[C:26]([NH2:31])[C:27]([CH3:30])=[C:28]([CH3:29])[C:15]=2[O:14]1.C([O-])(=O)C.[Na+].C(OC(=O)C)(=O)C.[OH-].[Na+]. Given the product [CH3:12][C:13]1([CH3:33])[CH:17]([C:18]2[CH:19]=[CH:20][C:21]([CH3:24])=[CH:22][CH:23]=2)[C:16]2[C:25]([CH3:32])=[C:26]([N:31]3[C:1](=[O:11])[C:2]4[C:3](=[CH:7][CH:8]=[CH:9][CH:10]=4)[C:4]3=[O:6])[C:27]([CH3:30])=[C:28]([CH3:29])[C:15]=2[O:14]1, predict the reactants needed to synthesize it. (3) Given the product [CH3:18][CH:5]1[CH2:4][CH2:3][C:2](=[O:1])[CH2:7][N:6]1[C:8]([O:10][CH2:11][C:12]1[CH:17]=[CH:16][CH:15]=[CH:14][CH:13]=1)=[O:9], predict the reactants needed to synthesize it. The reactants are: [OH:1][CH:2]1[CH2:7][N:6]([C:8]([O:10][CH2:11][C:12]2[CH:17]=[CH:16][CH:15]=[CH:14][CH:13]=2)=[O:9])[CH:5]([CH3:18])[CH2:4][CH2:3]1.CC(OI1(OC(C)=O)(OC(C)=O)OC(=O)C2C=CC=CC1=2)=O. (4) Given the product [O:36]=[S:2]1(=[O:1])[CH2:7][CH2:6][N:5]([C:8]2[CH:9]=[CH:10][C:11]([C:14]3[O:18][C:17]([C:19]4[CH:20]=[CH:21][C:22]([F:25])=[CH:23][CH:24]=4)=[N:16][C:15]=3[C@@H:26]3[CH2:31][CH2:30][CH2:29][CH2:28][C@H:27]3[C:32]([OH:34])=[O:33])=[CH:12][CH:13]=2)[CH2:4][CH2:3]1, predict the reactants needed to synthesize it. The reactants are: [O:1]=[S:2]1(=[O:36])[CH2:7][CH2:6][N:5]([C:8]2[CH:13]=[CH:12][C:11]([C:14]3[O:18][C:17]([C:19]4[CH:24]=[CH:23][C:22]([F:25])=[CH:21][CH:20]=4)=[N:16][C:15]=3[C@@H:26]3[CH2:31][CH2:30][CH2:29][CH2:28][C@H:27]3[C:32]([O:34]C)=[O:33])=[CH:10][CH:9]=2)[CH2:4][CH2:3]1.CO.[OH-].[Na+]. (5) Given the product [CH3:34][N:1]1[CH2:6][CH2:5][CH:4]([NH:7][C:8]([N:10]2[C:18]3[C:13](=[CH:14][C:15]([O:19][C:20]4[CH:25]=[CH:24][N:23]=[C:22]([NH:26][C:27]([NH:29][CH2:30][CH3:31])=[O:28])[CH:21]=4)=[CH:16][CH:17]=3)[CH:12]=[CH:11]2)=[O:9])[CH2:3][CH2:2]1, predict the reactants needed to synthesize it. The reactants are: [NH:1]1[CH2:6][CH2:5][CH:4]([NH:7][C:8]([N:10]2[C:18]3[C:13](=[CH:14][C:15]([O:19][C:20]4[CH:25]=[CH:24][N:23]=[C:22]([NH:26][C:27]([NH:29][CH2:30][CH3:31])=[O:28])[CH:21]=4)=[CH:16][CH:17]=3)[CH:12]=[CH:11]2)=[O:9])[CH2:3][CH2:2]1.C=O.[C:34](O)(=O)C.C(O[BH-](OC(=O)C)OC(=O)C)(=O)C.[Na+]. (6) Given the product [ClH:24].[Cl:24][C:25]1[CH:26]=[C:27]2[C:31](=[CH:32][CH:33]=1)[NH:30][C:29]([C:34]([NH:36][C@@H:37]1[CH2:39][C@@H:38]1[NH:40][C:51]([C:49]1[S:50][C:44]3[CH2:43][N:42]([CH3:41])[CH2:47][CH2:46][C:45]=3[N:48]=1)=[O:52])=[O:35])=[CH:28]2, predict the reactants needed to synthesize it. The reactants are: O.ON1C2C=CC=CC=2N=N1.Cl.CN(C)CCCN=C=NCC.[Cl:24][C:25]1[CH:26]=[C:27]2[C:31](=[CH:32][CH:33]=1)[NH:30][C:29]([C:34]([NH:36][C@@H:37]1[CH2:39][C@@H:38]1[NH2:40])=[O:35])=[CH:28]2.[CH3:41][N:42]1[CH2:47][CH2:46][C:45]2[N:48]=[C:49]([C:51]([O-])=[O:52])[S:50][C:44]=2[CH2:43]1.[Li+].